The task is: Predict the product of the given reaction.. This data is from Forward reaction prediction with 1.9M reactions from USPTO patents (1976-2016). (1) Given the reactants C(OC(=O)C1C=CC(C2[N:12]=[C:13]3[C:18](=NC=2)[N:17]=[C:16]([S:21][CH3:22])[N:15]=[C:14]3[OH:23])=CC=1)C.[Cl:25][C:26]1[CH:27]=[C:28]([C:33](=O)[CH:34]=[N:35]O)[CH:29]=[CH:30][C:31]=1[F:32], predict the reaction product. The product is: [Cl:25][C:26]1[CH:27]=[C:28]([C:33]2[N:12]=[C:13]3[C:18](=[N:35][CH:34]=2)[N:17]=[C:16]([S:21][CH3:22])[N:15]=[C:14]3[OH:23])[CH:29]=[CH:30][C:31]=1[F:32]. (2) Given the reactants [Cl:1][C:2]1[C:10]2[N:9]=[C:8]([CH3:11])[NH:7][C:6]=2[CH:5]=[CH:4][C:3]=1[O:12]C.Cl.N1C=CC=CC=1, predict the reaction product. The product is: [Cl:1][C:2]1[C:10]2[N:9]=[C:8]([CH3:11])[NH:7][C:6]=2[CH:5]=[CH:4][C:3]=1[OH:12]. (3) Given the reactants [Li+].CC([N-]C(C)C)C.[Br:9][C:10]1[C:11]([CH3:16])=[N:12][CH:13]=[CH:14][CH:15]=1.[CH2:17]([N:22]1[C:30]2[C:25](=[CH:26][C:27]([CH3:31])=[CH:28][CH:29]=2)[C:24](=[O:32])[C:23]1=[O:33])[CH2:18][CH:19]([CH3:21])[CH3:20], predict the reaction product. The product is: [Br:9][C:10]1[C:11]([CH2:16][C:24]2([OH:32])[C:25]3[C:30](=[CH:29][CH:28]=[C:27]([CH3:31])[CH:26]=3)[N:22]([CH2:17][CH2:18][CH:19]([CH3:20])[CH3:21])[C:23]2=[O:33])=[N:12][CH:13]=[CH:14][CH:15]=1. (4) The product is: [Br:24][C:25]1[CH:26]=[CH:27][C:28]([CH2:31][CH2:32][N:33]([CH3:34])[C:15]([NH:14][C:5]2[CH:6]=[CH:7][C:8]([S:9]([CH2:12][CH3:13])(=[O:10])=[O:11])=[C:3]([C:1]#[N:2])[CH:4]=2)=[O:23])=[CH:29][CH:30]=1. Given the reactants [C:1]([C:3]1[CH:4]=[C:5]([NH:14][C:15](=[O:23])OC2C=CC=CC=2)[CH:6]=[CH:7][C:8]=1[S:9]([CH2:12][CH3:13])(=[O:11])=[O:10])#[N:2].[Br:24][C:25]1[CH:30]=[CH:29][C:28]([CH2:31][CH2:32][NH:33][CH3:34])=[CH:27][CH:26]=1.C(=O)([O-])[O-].[K+].[K+], predict the reaction product. (5) Given the reactants [Cl-].O[NH3+:3].[C:4](=[O:7])([O-])[OH:5].[Na+].CS(C)=O.[CH2:13]([C:17]1[N:18]([CH2:36][C:37]2[CH:42]=[CH:41][C:40]([C:43]3[C:44]([C:49]#[N:50])=[CH:45][CH:46]=[CH:47][CH:48]=3)=[CH:39][CH:38]=2)[C:19](=[O:35])[C:20]([C:25]2[CH:26]=[CH:27][C:28]3[O:32][CH:31]([CH3:33])[CH2:30][C:29]=3[CH:34]=2)=[C:21]([CH2:23][CH3:24])[N:22]=1)[CH2:14][CH2:15][CH3:16], predict the reaction product. The product is: [CH2:13]([C:17]1[N:18]([CH2:36][C:37]2[CH:38]=[CH:39][C:40]([C:43]3[CH:48]=[CH:47][CH:46]=[CH:45][C:44]=3[C:49]3[NH:3][C:4](=[O:7])[O:5][N:50]=3)=[CH:41][CH:42]=2)[C:19](=[O:35])[C:20]([C:25]2[CH:26]=[CH:27][C:28]3[O:32][CH:31]([CH3:33])[CH2:30][C:29]=3[CH:34]=2)=[C:21]([CH2:23][CH3:24])[N:22]=1)[CH2:14][CH2:15][CH3:16]. (6) Given the reactants [I-:1].[K+].II.[NH2:5][C:6]1[C:11]([Br:12])=[CH:10][N:9]=[C:8]([CH3:13])[CH:7]=1.C(=O)([O-])[O-].[Na+].[Na+], predict the reaction product. The product is: [Br:12][C:11]1[C:6]([NH2:5])=[C:7]([I:1])[C:8]([CH3:13])=[N:9][CH:10]=1.